This data is from Reaction yield outcomes from USPTO patents with 853,638 reactions. The task is: Predict the reaction yield, written as a fraction of the theoretical maximum amount of product (1.0 means a 100% yield; for example, 0.34 means a 34% yield). The reactants are [OH:1][C:2]([CH3:14])([CH3:13])[CH2:3][CH2:4][CH2:5][CH:6]([CH3:12])[CH2:7][CH2:8][CH2:9][CH:10]=[O:11].N1C(C)=CC=CC=1C.[Si:23](OS(C(F)(F)F)(=O)=O)([CH2:28][CH3:29])([CH2:26][CH3:27])[CH2:24][CH3:25].O. The catalyst is C(Cl)Cl. The product is [CH3:12][CH:6]([CH2:5][CH2:4][CH2:3][C:2]([CH3:13])([O:1][Si:23]([CH2:28][CH3:29])([CH2:26][CH3:27])[CH2:24][CH3:25])[CH3:14])[CH2:7][CH2:8][CH2:9][CH:10]=[O:11]. The yield is 0.850.